Task: Predict the product of the given reaction.. Dataset: Forward reaction prediction with 1.9M reactions from USPTO patents (1976-2016) (1) Given the reactants [Br:1][C:2]1[CH:3]=[C:4]([NH2:8])[CH:5]=[N:6][CH:7]=1.[Br:9][C:10]1[CH:15]=[CH:14][C:13]([S:16](Cl)(=[O:18])=[O:17])=[C:12]([Cl:20])[CH:11]=1, predict the reaction product. The product is: [Br:9][C:10]1[CH:15]=[CH:14][C:13]([S:16]([NH:8][C:4]2[CH:5]=[N:6][CH:7]=[C:2]([Br:1])[CH:3]=2)(=[O:17])=[O:18])=[C:12]([Cl:20])[CH:11]=1. (2) Given the reactants [C:1]1([C:7]2[S:11][C:10]([CH:12]=[O:13])=[CH:9][CH:8]=2)[CH:6]=[CH:5][CH:4]=[CH:3][CH:2]=1.[OH:14]P([O-])(O)=O.[K+].[OH-].[Na+], predict the reaction product. The product is: [C:1]1([C:7]2[S:11][C:10]([C:12]([OH:14])=[O:13])=[CH:9][CH:8]=2)[CH:2]=[CH:3][CH:4]=[CH:5][CH:6]=1. (3) Given the reactants Cl[C:2]1[C:3]([C:22]2[CH:27]=[CH:26][C:25]([Cl:28])=[CH:24][CH:23]=2)=[C:4]([C:15]2[CH:20]=[CH:19][C:18]([Cl:21])=[CH:17][CH:16]=2)[C:5]2[N:6]([C:8]([C:11]([F:14])([F:13])[F:12])=[N:9][N:10]=2)[N:7]=1.[Si]([O:33][K])(C)(C)C, predict the reaction product. The product is: [Cl:28][C:25]1[CH:26]=[CH:27][C:22]([C:3]2[C:2](=[O:33])[NH:7][N:6]3[C:8]([C:11]([F:13])([F:12])[F:14])=[N:9][N:10]=[C:5]3[C:4]=2[C:15]2[CH:16]=[CH:17][C:18]([Cl:21])=[CH:19][CH:20]=2)=[CH:23][CH:24]=1. (4) Given the reactants [F:1][C:2]1[CH:7]=[CH:6][C:5]([C:8]2[C:9]([NH2:14])=[N:10][CH:11]=[CH:12][CH:13]=2)=[CH:4][CH:3]=1.[CH2:15]([O:17][C:18]([N:20]=[C:21]=[S:22])=[O:19])[CH3:16], predict the reaction product. The product is: [F:1][C:2]1[CH:7]=[CH:6][C:5]([C:8]2[C:9]([NH:14][C:21]([NH:20][C:18]([O:17][CH2:15][CH3:16])=[O:19])=[S:22])=[N:10][CH:11]=[CH:12][CH:13]=2)=[CH:4][CH:3]=1.